From a dataset of Forward reaction prediction with 1.9M reactions from USPTO patents (1976-2016). Predict the product of the given reaction. (1) Given the reactants [CH3:1][O:2][C:3](=[O:31])[CH:4]([NH:23]C(OC(C)(C)C)=O)[CH2:5][C:6]1[CH:11]=[CH:10][C:9]([NH:12][C:13](=[O:22])[C:14]2[C:19]([Cl:20])=[CH:18][CH:17]=[CH:16][C:15]=2[Cl:21])=[CH:8][CH:7]=1.Cl, predict the reaction product. The product is: [ClH:20].[CH3:1][O:2][C:3](=[O:31])[C@@H:4]([NH2:23])[CH2:5][C:6]1[CH:11]=[CH:10][C:9]([NH:12][C:13](=[O:22])[C:14]2[C:15]([Cl:21])=[CH:16][CH:17]=[CH:18][C:19]=2[Cl:20])=[CH:8][CH:7]=1. (2) The product is: [Cl:1][C:2]1[CH:18]=[CH:17][C:5]2[CH2:6][CH2:7][N:8]([C:11](=[O:16])[C:12]([F:15])([F:14])[F:13])[CH2:9][CH2:10][C:4]=2[C:3]=1[NH:39][CH2:38][C:37]1[CH:40]=[CH:41][C:34]([CH2:33][NH:32][C:30]([CH:27]2[CH2:28][CH2:29]2)=[O:31])=[CH:35][CH:36]=1. Given the reactants [Cl:1][C:2]1[CH:18]=[CH:17][C:5]2[CH2:6][CH2:7][N:8]([C:11](=[O:16])[C:12]([F:15])([F:14])[F:13])[CH2:9][CH2:10][C:4]=2[C:3]=1OS(C(F)(F)F)(=O)=O.[CH:27]1([C:30]([NH:32][CH2:33][C:34]2[CH:41]=[CH:40][C:37]([CH2:38][NH2:39])=[CH:36][CH:35]=2)=[O:31])[CH2:29][CH2:28]1.C1C=CC(P(C2C(C3C(P(C4C=CC=CC=4)C4C=CC=CC=4)=CC=C4C=3C=CC=C4)=C3C(C=CC=C3)=CC=2)C2C=CC=CC=2)=CC=1.C(=O)([O-])[O-].[Cs+].[Cs+], predict the reaction product. (3) Given the reactants CN(C=O)C.[C:6]([O:10][C:11](=[O:35])[CH2:12][CH2:13][N:14]([C:28]([O:30][C:31]([CH3:34])([CH3:33])[CH3:32])=[O:29])[CH2:15][C:16]([N:18]1[C:26]2[C:21](=[CH:22][C:23]([OH:27])=[CH:24][CH:25]=2)[CH2:20][CH2:19]1)=[O:17])([CH3:9])([CH3:8])[CH3:7].Cl[CH2:37][C:38]1[CH:43]=[CH:42][C:41]([CH2:44][CH:45]([CH3:47])[CH3:46])=[C:40]([O:48][CH3:49])[CH:39]=1.C(=O)([O-])[O-].[K+].[K+], predict the reaction product. The product is: [C:6]([O:10][C:11](=[O:35])[CH2:12][CH2:13][N:14]([C:28]([O:30][C:31]([CH3:34])([CH3:33])[CH3:32])=[O:29])[CH2:15][C:16]([N:18]1[C:26]2[C:21](=[CH:22][C:23]([O:27][CH2:37][C:38]3[CH:43]=[CH:42][C:41]([CH2:44][CH:45]([CH3:46])[CH3:47])=[C:40]([O:48][CH3:49])[CH:39]=3)=[CH:24][CH:25]=2)[CH2:20][CH2:19]1)=[O:17])([CH3:9])([CH3:8])[CH3:7]. (4) Given the reactants [CH2:1]([O:3][C:4](=[O:27])[CH2:5][N:6]1[C:14]2[CH2:13][CH2:12][CH2:11][C@@H:10]([NH:15][S:16]([C:19]3[CH:24]=[CH:23][C:22]([F:25])=[C:21]([Cl:26])[CH:20]=3)(=[O:18])=[O:17])[C:9]=2[CH:8]=[N:7]1)[CH3:2].CI.[C:30](=O)([O-])[O-].[K+].[K+], predict the reaction product. The product is: [CH2:1]([O:3][C:4](=[O:27])[CH2:5][N:6]1[C:14]2[CH2:13][CH2:12][CH2:11][C@@H:10]([N:15]([S:16]([C:19]3[CH:24]=[CH:23][C:22]([F:25])=[C:21]([Cl:26])[CH:20]=3)(=[O:17])=[O:18])[CH3:30])[C:9]=2[CH:8]=[N:7]1)[CH3:2]. (5) Given the reactants F[C:2]1[CH:3]=[C:4]([CH:14]=[CH:15][C:16]=1[N+:17]([O-:19])=[O:18])[O:5][CH2:6][O:7][CH2:8][CH2:9][Si:10]([CH3:13])([CH3:12])[CH3:11].[CH2:20]([NH2:22])[CH3:21], predict the reaction product. The product is: [CH2:20]([NH:22][C:2]1[CH:3]=[C:4]([O:5][CH2:6][O:7][CH2:8][CH2:9][Si:10]([CH3:13])([CH3:12])[CH3:11])[CH:14]=[CH:15][C:16]=1[N+:17]([O-:19])=[O:18])[CH3:21]. (6) Given the reactants [C:1]([O:4][CH2:5][C:6](=[O:36])[N:7]1[CH2:16][CH2:15][C:14]2[C:9](=[CH:10][CH:11]=[C:12]([C:17]3[CH:22]=[CH:21][C:20]([CH2:23][CH2:24]OS(C4C=CC(C)=CC=4)(=O)=O)=[CH:19][CH:18]=3)[CH:13]=2)[CH2:8]1)(=[O:3])[CH3:2].[NH:37]1[CH2:42][CH2:41][CH2:40][CH2:39][CH2:38]1.C([O-])([O-])=O.[Na+].[Na+], predict the reaction product. The product is: [C:1]([O:4][CH2:5][C:6](=[O:36])[N:7]1[CH2:16][CH2:15][C:14]2[C:9](=[CH:10][CH:11]=[C:12]([C:17]3[CH:18]=[CH:19][C:20]([CH2:23][CH2:24][N:37]4[CH2:42][CH2:41][CH2:40][CH2:39][CH2:38]4)=[CH:21][CH:22]=3)[CH:13]=2)[CH2:8]1)(=[O:3])[CH3:2].